From a dataset of NCI-60 drug combinations with 297,098 pairs across 59 cell lines. Regression. Given two drug SMILES strings and cell line genomic features, predict the synergy score measuring deviation from expected non-interaction effect. (1) Cell line: MOLT-4. Drug 1: CC1=CC2C(CCC3(C2CCC3(C(=O)C)OC(=O)C)C)C4(C1=CC(=O)CC4)C. Drug 2: CC1C(C(CC(O1)OC2CC(CC3=C2C(=C4C(=C3O)C(=O)C5=C(C4=O)C(=CC=C5)OC)O)(C(=O)CO)O)N)O.Cl. Synergy scores: CSS=55.4, Synergy_ZIP=6.53, Synergy_Bliss=6.12, Synergy_Loewe=-25.6, Synergy_HSA=6.40. (2) Drug 2: COC1=NC(=NC2=C1N=CN2C3C(C(C(O3)CO)O)O)N. Synergy scores: CSS=-1.91, Synergy_ZIP=0.915, Synergy_Bliss=-0.631, Synergy_Loewe=-3.24, Synergy_HSA=-3.58. Drug 1: CC1=C(C(CCC1)(C)C)C=CC(=CC=CC(=CC(=O)O)C)C. Cell line: SW-620. (3) Drug 1: CN(C)N=NC1=C(NC=N1)C(=O)N. Drug 2: CCC1=C2CN3C(=CC4=C(C3=O)COC(=O)C4(CC)O)C2=NC5=C1C=C(C=C5)O. Cell line: IGROV1. Synergy scores: CSS=34.0, Synergy_ZIP=-9.43, Synergy_Bliss=1.64, Synergy_Loewe=-13.3, Synergy_HSA=5.16. (4) Drug 1: C1CC(C1)(C(=O)O)C(=O)O.[NH2-].[NH2-].[Pt+2]. Drug 2: CCN(CC)CCNC(=O)C1=C(NC(=C1C)C=C2C3=C(C=CC(=C3)F)NC2=O)C. Cell line: SK-OV-3. Synergy scores: CSS=46.6, Synergy_ZIP=1.52, Synergy_Bliss=3.73, Synergy_Loewe=-8.18, Synergy_HSA=5.93. (5) Drug 1: CCCS(=O)(=O)NC1=C(C(=C(C=C1)F)C(=O)C2=CNC3=C2C=C(C=N3)C4=CC=C(C=C4)Cl)F. Drug 2: C1CCC(C(C1)N)N.C(=O)(C(=O)[O-])[O-].[Pt+4]. Cell line: DU-145. Synergy scores: CSS=2.24, Synergy_ZIP=-2.17, Synergy_Bliss=3.17, Synergy_Loewe=0.206, Synergy_HSA=0.206. (6) Drug 1: C1CCC(CC1)NC(=O)N(CCCl)N=O. Drug 2: C1CC(=O)NC(=O)C1N2C(=O)C3=CC=CC=C3C2=O. Cell line: HT29. Synergy scores: CSS=22.7, Synergy_ZIP=-4.31, Synergy_Bliss=2.81, Synergy_Loewe=-5.34, Synergy_HSA=1.09. (7) Drug 1: C1C(C(OC1N2C=NC3=C(N=C(N=C32)Cl)N)CO)O. Drug 2: CC1CCCC2(C(O2)CC(NC(=O)CC(C(C(=O)C(C1O)C)(C)C)O)C(=CC3=CSC(=N3)C)C)C. Cell line: HCC-2998. Synergy scores: CSS=66.6, Synergy_ZIP=-11.5, Synergy_Bliss=-14.9, Synergy_Loewe=-7.04, Synergy_HSA=-5.32. (8) Drug 1: CC1C(C(CC(O1)OC2CC(CC3=C2C(=C4C(=C3O)C(=O)C5=C(C4=O)C(=CC=C5)OC)O)(C(=O)C)O)N)O.Cl. Drug 2: CCC(=C(C1=CC=CC=C1)C2=CC=C(C=C2)OCCN(C)C)C3=CC=CC=C3.C(C(=O)O)C(CC(=O)O)(C(=O)O)O. Cell line: OVCAR-8. Synergy scores: CSS=36.7, Synergy_ZIP=1.13, Synergy_Bliss=5.43, Synergy_Loewe=-17.6, Synergy_HSA=4.29.